Dataset: Forward reaction prediction with 1.9M reactions from USPTO patents (1976-2016). Task: Predict the product of the given reaction. (1) Given the reactants CN(CCCN1CN(CCCN(C)C)CN(C[CH2:20][CH2:21]N(C)C)C1)C.[CH2:25]([N:29]=[C:30]=[O:31])[CH2:26][CH2:27][CH3:28].[N-]=C=[O:34], predict the reaction product. The product is: [CH2:25]([NH:29][C:30](=[O:34])[O:31][CH2:20][CH3:21])[CH2:26][CH2:27][CH3:28]. (2) Given the reactants [CH3:1][O:2][C:3]1[C:8]([N+:9]([O-])=O)=[C:7]([O:12][CH3:13])[N:6]=[C:5]([NH:14][CH2:15][CH:16]2[O:21][CH2:20][CH2:19][N:18]([C:22]([O:24][C:25]([CH3:28])([CH3:27])[CH3:26])=[O:23])[CH2:17]2)[N:4]=1, predict the reaction product. The product is: [NH2:9][C:8]1[C:3]([O:2][CH3:1])=[N:4][C:5]([NH:14][CH2:15][CH:16]2[O:21][CH2:20][CH2:19][N:18]([C:22]([O:24][C:25]([CH3:26])([CH3:27])[CH3:28])=[O:23])[CH2:17]2)=[N:6][C:7]=1[O:12][CH3:13]. (3) Given the reactants [Cl:1][C:2]1[N:7]=[C:6]([CH2:8]Cl)[CH:5]=[CH:4][N:3]=1.C([O-])([O-])=O.[K+].[K+].[CH:16]1([NH2:19])[CH2:18][CH2:17]1.O, predict the reaction product. The product is: [Cl:1][C:2]1[N:7]=[C:6]([CH2:8][NH:19][CH:16]2[CH2:18][CH2:17]2)[CH:5]=[CH:4][N:3]=1. (4) Given the reactants [Cl:1][C:2]1[S:6][C:5]([S:7]([N:10](S(C2SC(Cl)=CC=2)(=O)=O)[C:11]2[C:19]3[C:14](=[CH:15][C:16]([F:22])=[CH:17][C:18]=3[O:20][CH3:21])[N:13]([CH2:23][C:24]3[CH:29]=[CH:28][CH:27]=[C:26]([C:30]#N)[CH:25]=3)[N:12]=2)(=[O:9])=[O:8])=[CH:4][CH:3]=1.S1C=CC=C1S(N)(=O)=O.[OH-:50].[Na+].Cl.C[OH:54], predict the reaction product. The product is: [Cl:1][C:2]1[S:6][C:5]([S:7]([NH:10][C:11]2[C:19]3[C:14](=[CH:15][C:16]([F:22])=[CH:17][C:18]=3[O:20][CH3:21])[N:13]([CH2:23][C:24]3[CH:25]=[C:26]([CH:27]=[CH:28][CH:29]=3)[C:30]([OH:54])=[O:50])[N:12]=2)(=[O:9])=[O:8])=[CH:4][CH:3]=1. (5) Given the reactants C[O:2][C:3](=[O:15])[CH2:4][C:5]1[C:13]2[C:8](=[N:9][CH:10]=[CH:11][CH:12]=2)[NH:7][C:6]=1[CH3:14].CCN(P1(N(C)CCCN1C)=NC(C)(C)C)CC.Br[CH:35]([C:37]1[CH:42]=[CH:41][C:40]([S:43]([CH3:46])(=[O:45])=[O:44])=[CH:39][CH:38]=1)[CH3:36].[I-].[Na+], predict the reaction product. The product is: [CH3:46][S:43]([C:40]1[CH:41]=[CH:42][C:37]([CH:35]([N:7]2[C:8]3=[N:9][CH:10]=[CH:11][CH:12]=[C:13]3[C:5]([CH2:4][C:3]([OH:2])=[O:15])=[C:6]2[CH3:14])[CH3:36])=[CH:38][CH:39]=1)(=[O:44])=[O:45].